Dataset: Catalyst prediction with 721,799 reactions and 888 catalyst types from USPTO. Task: Predict which catalyst facilitates the given reaction. (1) Product: [Cl:1][C:2]1[C:3]([NH:23][C:24]2[CH:28]=[C:27]([CH3:29])[NH:26][N:25]=2)=[N:4][C:5]([NH:8][C:9]2[C:10]([F:22])=[CH:11][C:12]([CH:16]3[CH2:17][CH2:18][N:19]([C:38]([O:40][CH2:41][CH3:42])=[O:39])[CH2:20][CH2:21]3)=[C:13]([CH3:15])[CH:14]=2)=[N:6][CH:7]=1. The catalyst class is: 3. Reactant: [Cl:1][C:2]1[C:3]([NH:23][C:24]2[CH:28]=[C:27]([CH3:29])[NH:26][N:25]=2)=[N:4][C:5]([NH:8][C:9]2[CH:14]=[C:13]([CH3:15])[C:12]([CH:16]3[CH2:21][CH2:20][NH:19][CH2:18][CH2:17]3)=[CH:11][C:10]=2[F:22])=[N:6][CH:7]=1.C(N(CC)CC)C.Cl[C:38]([O:40][CH2:41][CH3:42])=[O:39]. (2) Reactant: [C:1]([CH2:3][C:4]([NH2:6])=[S:5])#[N:2].N/[C:8](/[CH3:12])=[CH:9]\[C:10]#[N:11]. Product: [NH2:11][C:10]1[CH:9]=[C:8]([CH3:12])[C:3]([C:1]#[N:2])=[C:4]([SH:5])[N:6]=1. The catalyst class is: 12. (3) Reactant: [CH2:1]([O:4][CH:5]([C:9]1[CH:14]=[CH:13][C:12]([Cl:15])=[CH:11][CH:10]=1)[C:6](Cl)=[O:7])[C:2]#[CH:3].[NH2:16][C:17]1[C:18]([C:23]2[CH:28]=[CH:27][C:26]([O:29][CH3:30])=[C:25]([O:31][CH3:32])[CH:24]=2)=[N:19][CH:20]=[CH:21][CH:22]=1.C(N(CC)CC)C.O1CCCC1. Product: [CH3:32][O:31][C:25]1[CH:24]=[C:23]([C:18]2[C:17]([NH:16][C:6](=[O:7])[CH:5]([O:4][CH2:1][C:2]#[CH:3])[C:9]3[CH:14]=[CH:13][C:12]([Cl:15])=[CH:11][CH:10]=3)=[CH:22][CH:21]=[CH:20][N:19]=2)[CH:28]=[CH:27][C:26]=1[O:29][CH3:30]. The catalyst class is: 413. (4) Reactant: [CH:1]1([CH2:7][N:8]2[C:12]3[CH:13]=[CH:14][C:15]([NH:17][S:18]([C:21]4[CH:26]=[CH:25][CH:24]=[CH:23][CH:22]=4)(=[O:20])=[O:19])=[CH:16][C:11]=3[N:10]=[C:9]2[C:27]2([CH3:30])[CH2:29][CH2:28]2)[CH2:6][CH2:5][CH2:4][CH2:3][CH2:2]1.[H-].[Na+].IC.[C:35](O)(C(F)(F)F)=O. Product: [CH:1]1([CH2:7][N:8]2[C:12]3[CH:13]=[CH:14][C:15]([N:17]([CH3:35])[S:18]([C:21]4[CH:22]=[CH:23][CH:24]=[CH:25][CH:26]=4)(=[O:20])=[O:19])=[CH:16][C:11]=3[N:10]=[C:9]2[C:27]2([CH3:30])[CH2:29][CH2:28]2)[CH2:2][CH2:3][CH2:4][CH2:5][CH2:6]1. The catalyst class is: 1. (5) Reactant: [C:1]([C:5]1[CH:10]=[C:9]([N+:11]([O-])=O)[CH:8]=[C:7]([C:14]([CH3:17])([CH3:16])[CH3:15])[C:6]=1[OH:18])([CH3:4])([CH3:3])[CH3:2]. Product: [C:1]([C:5]1[CH:10]=[C:9]([NH2:11])[CH:8]=[C:7]([C:14]([CH3:17])([CH3:16])[CH3:15])[C:6]=1[OH:18])([CH3:4])([CH3:3])[CH3:2]. The catalyst class is: 19. (6) The catalyst class is: 9. Product: [O:19]1[C:23]2[CH:24]=[CH:25][CH:26]=[CH:27][C:22]=2[C:21]([NH:28][C:29]([N:31]2[CH2:36][CH2:35][N:34]([C:2]3[S:6][N:5]=[C:4]([C:7]4[S:8][CH:9]=[CH:10][CH:11]=4)[N:3]=3)[CH2:33][CH2:32]2)=[O:30])=[N:20]1. Reactant: Cl[C:2]1[S:6][N:5]=[C:4]([C:7]2[S:8][CH:9]=[CH:10][CH:11]=2)[N:3]=1.FC(F)(F)C(O)=O.[O:19]1[C:23]2[CH:24]=[CH:25][CH:26]=[CH:27][C:22]=2[C:21]([NH:28][C:29]([N:31]2[CH2:36][CH2:35][NH:34][CH2:33][CH2:32]2)=[O:30])=[N:20]1.C(N(CC)CC)C.O. (7) Reactant: C(N1C=CN=C1)(N1C=CN=C1)=O.[NH2:13][C:14]1[CH:19]=[C:18]([C:20]2[CH:25]=[CH:24][C:23]([Cl:26])=[C:22]([O:27][CH3:28])[C:21]=2[F:29])[N:17]=[C:16]([C:30]([OH:32])=O)[C:15]=1[Cl:33].[O:34]1[CH2:39][CH2:38][CH2:37][CH2:36][CH:35]1[O:40][NH2:41]. Product: [NH2:13][C:14]1[CH:19]=[C:18]([C:20]2[CH:25]=[CH:24][C:23]([Cl:26])=[C:22]([O:27][CH3:28])[C:21]=2[F:29])[N:17]=[C:16]([C:30]([NH:41][O:40][CH:35]2[CH2:36][CH2:37][CH2:38][CH2:39][O:34]2)=[O:32])[C:15]=1[Cl:33]. The catalyst class is: 1.